This data is from Catalyst prediction with 721,799 reactions and 888 catalyst types from USPTO. The task is: Predict which catalyst facilitates the given reaction. (1) Reactant: N[C:2]1[S:3][CH:4]=[C:5]([CH:7]([CH3:46])[C:8]([NH:10][C:11]2[CH:45]=[CH:44][C:14]([CH2:15][C@@H:16]3[CH2:20][CH2:19][C@H:18]([C@H:21]([O:29][Si](C(C)(C)C)(C)C)[C:22]4[CH:27]=[CH:26][CH:25]=[C:24]([F:28])[CH:23]=4)[N:17]3C(OC(C)(C)C)=O)=[CH:13][CH:12]=2)=[O:9])[N:6]=1.Cl. Product: [F:28][C:24]1[CH:23]=[C:22]([C@@H:21]([OH:29])[C@@H:18]2[NH:17][C@H:16]([CH2:15][C:14]3[CH:13]=[CH:12][C:11]([NH:10][C:8](=[O:9])[CH:7]([C:5]4[N:6]=[CH:2][S:3][CH:4]=4)[CH3:46])=[CH:45][CH:44]=3)[CH2:20][CH2:19]2)[CH:27]=[CH:26][CH:25]=1. The catalyst class is: 5. (2) Product: [Cl:31][C:26]1[CH:27]=[CH:28][CH:29]=[CH:30][C:25]=1[C:10]1[C:11]2[C:16](=[CH:15][C:14]([O:17][C:18]3[CH:23]=[CH:22][CH:21]=[CH:20][C:19]=3[F:24])=[CH:13][CH:12]=2)[NH:8][N:9]=1. Reactant: C(OC([N:8]1[C:16]2[C:11](=[CH:12][CH:13]=[C:14]([O:17][C:18]3[CH:23]=[CH:22][CH:21]=[CH:20][C:19]=3[F:24])[CH:15]=2)[C:10]([C:25]2[CH:30]=[CH:29][CH:28]=[CH:27][C:26]=2[Cl:31])=[N:9]1)=O)(C)(C)C.C[O-].[Na+]. The catalyst class is: 5. (3) Reactant: [N:1]1([CH2:7][CH2:8][CH2:9][O:10][C:11]2[CH:16]=[CH:15][C:14]([NH2:17])=[CH:13][CH:12]=2)[CH2:6][CH2:5][O:4][CH2:3][CH2:2]1.[C:18]1([N:24]=[C:25]=[O:26])[CH:23]=[CH:22][CH:21]=[CH:20][CH:19]=1. Product: [N:1]1([CH2:7][CH2:8][CH2:9][O:10][C:11]2[CH:16]=[CH:15][C:14]([NH:17][C:25]([NH:24][C:18]3[CH:23]=[CH:22][CH:21]=[CH:20][CH:19]=3)=[O:26])=[CH:13][CH:12]=2)[CH2:6][CH2:5][O:4][CH2:3][CH2:2]1. The catalyst class is: 2. (4) Reactant: [C:1]([O:5][C:6]([N:8]1[C:16]2[C:11](=[CH:12][CH:13]=[C:14]([N+:17]([O-])=O)[CH:15]=2)[C:10]([N:20]([C:28]([O:30][C:31]([CH3:34])([CH3:33])[CH3:32])=[O:29])[CH2:21][C:22]2[N:23]=[CH:24][S:25][C:26]=2[CH3:27])=[N:9]1)=[O:7])([CH3:4])([CH3:3])[CH3:2].[H][H]. Product: [C:1]([O:5][C:6]([N:8]1[C:16]2[C:11](=[CH:12][CH:13]=[C:14]([NH2:17])[CH:15]=2)[C:10]([N:20]([C:28]([O:30][C:31]([CH3:34])([CH3:33])[CH3:32])=[O:29])[CH2:21][C:22]2[N:23]=[CH:24][S:25][C:26]=2[CH3:27])=[N:9]1)=[O:7])([CH3:4])([CH3:3])[CH3:2]. The catalyst class is: 19. (5) Reactant: [NH2:1][C:2]1[C:10]2[C:5](=[N:6][C:7]([C:11]3[CH:12]=[C:13]([CH:20]=[CH:21][C:22]=3[CH3:23])[C:14]([NH:16][CH:17]3[CH2:19][CH2:18]3)=[O:15])=[CH:8][CH:9]=2)[NH:4][N:3]=1.[F:24][C:25]1[CH:30]=[CH:29][C:28]([S:31](Cl)(=[O:33])=[O:32])=[CH:27][CH:26]=1. Product: [CH:17]1([NH:16][C:14](=[O:15])[C:13]2[CH:20]=[CH:21][C:22]([CH3:23])=[C:11]([C:7]3[N:6]=[C:5]4[NH:4][N:3]=[C:2]([NH:1][S:31]([C:28]5[CH:29]=[CH:30][C:25]([F:24])=[CH:26][CH:27]=5)(=[O:33])=[O:32])[C:10]4=[CH:9][CH:8]=3)[CH:12]=2)[CH2:18][CH2:19]1. The catalyst class is: 17. (6) Reactant: [F:1][C:2]([F:15])([F:14])[O:3][C:4]1[CH:9]=[CH:8][C:7]([CH2:10][C:11]([OH:13])=[O:12])=[CH:6][CH:5]=1.C[Si]([N-][Si](C)(C)C)(C)C.[Na+].[Cl:26][CH2:27][CH2:28][CH2:29]I. Product: [Cl:26][CH2:27][CH2:28][CH2:29][CH:10]([C:7]1[CH:6]=[CH:5][C:4]([O:3][C:2]([F:14])([F:15])[F:1])=[CH:9][CH:8]=1)[C:11]([OH:13])=[O:12]. The catalyst class is: 521. (7) Reactant: Cl[CH2:2][CH2:3][CH2:4][N:5]1[CH2:10][CH2:9][CH:8]([C:11]([C:13]2[CH:18]=[CH:17][CH:16]=[CH:15][N:14]=2)=[O:12])[CH2:7][CH2:6]1.[F:19][C:20]1[CH:21]=[C:22]([Mg]Br)[CH:23]=[CH:24][CH:25]=1.C([O-])([O-])=O.[K+].[K+].[OH:34][C:35]1[CH:42]=[CH:41][C:38]([C:39]#[N:40])=[CH:37][CH:36]=1. Product: [F:19][C:20]1[CH:21]=[C:22]([C:11]([OH:12])([C:13]2[CH:18]=[CH:17][CH:16]=[CH:15][N:14]=2)[CH:8]2[CH2:9][CH2:10][N:5]([CH2:4][CH2:3][CH2:2][O:34][C:35]3[CH:42]=[CH:41][C:38]([C:39]#[N:40])=[CH:37][CH:36]=3)[CH2:6][CH2:7]2)[CH:23]=[CH:24][CH:25]=1. The catalyst class is: 1.